From a dataset of Full USPTO retrosynthesis dataset with 1.9M reactions from patents (1976-2016). Predict the reactants needed to synthesize the given product. Given the product [N:8]1[CH:9]=[CH:10][CH:11]=[C:6]([C:4]2[N:22]=[C:20]([NH:19][C:16]3[CH:17]=[CH:18][C:13]([OH:12])=[CH:14][CH:15]=3)[S:21][CH:3]=2)[CH:7]=1, predict the reactants needed to synthesize it. The reactants are: Br.Br[CH2:3][C:4]([C:6]1[CH:7]=[N:8][CH:9]=[CH:10][CH:11]=1)=O.[OH:12][C:13]1[CH:18]=[CH:17][C:16]([NH:19][C:20]([NH2:22])=[S:21])=[CH:15][CH:14]=1.N.